This data is from Reaction yield outcomes from USPTO patents with 853,638 reactions. The task is: Predict the reaction yield, written as a fraction of the theoretical maximum amount of product (1.0 means a 100% yield; for example, 0.34 means a 34% yield). The reactants are [CH:1](=O)[C:2]1[CH:7]=[CH:6][CH:5]=[CH:4][CH:3]=1.[CH3:9][CH2:10]O[Si](OCC)(OCC)CCCN.[C:23]([CH2:25][C:26]([O:28]CC)=O)#[N:24]. The catalyst is CN(C)C=O. The product is [C:2]1([CH:1]=[C:25]([C:26](=[O:28])[CH2:9][CH3:10])[C:23]#[N:24])[CH:7]=[CH:6][CH:5]=[CH:4][CH:3]=1. The yield is 0.950.